From a dataset of Forward reaction prediction with 1.9M reactions from USPTO patents (1976-2016). Predict the product of the given reaction. (1) Given the reactants [H-].[Na+].[F:3][C:4]1[C:11]([F:12])=[CH:10][C:9]([F:13])=[CH:8][C:5]=1[CH2:6][OH:7].[F:14][C:15]1[CH:22]=[CH:21][CH:20]=[C:19](F)[C:16]=1[C:17]#[N:18].CC(=O)OCC, predict the reaction product. The product is: [F:14][C:15]1[CH:22]=[CH:21][CH:20]=[C:19]([O:7][CH2:6][C:5]2[CH:8]=[C:9]([F:13])[CH:10]=[C:11]([F:12])[C:4]=2[F:3])[C:16]=1[C:17]#[N:18]. (2) Given the reactants [NH2:1]C1C=CC(N2CCCC2=O)=CC=1.C(OC(Cl)=O)C1C=CC=CC=1.C1(=O)NC(=O)C2=CC=CC=C12.[K].Cl[C:38]1[S:42][C:41]([C:43]([OH:45])=O)=[CH:40][CH:39]=1.ClC1SC(C(N[CH2:55][C@@H:56]2[O:60][C:59](=[O:61])[N:58]([C:62]3[CH:67]=[CH:66][C:65]([N:68]4[CH2:72][CH2:71][CH2:70][C:69]4=[O:73])=[CH:64][CH:63]=3)[CH2:57]2)=O)=CC=1, predict the reaction product. The product is: [O:61]=[C:59]1[N:58]([C:62]2[CH:63]=[CH:64][C:65]([N:68]3[CH2:72][CH2:71][CH2:70][C:69]3=[O:73])=[CH:66][CH:67]=2)[CH2:57][C@H:56]([CH2:55][C:40]2[CH:39]=[CH:38][S:42][C:41]=2[C:43]([NH2:1])=[O:45])[O:60]1.